Dataset: Acute oral toxicity (LD50) regression data from Zhu et al.. Task: Regression/Classification. Given a drug SMILES string, predict its toxicity properties. Task type varies by dataset: regression for continuous values (e.g., LD50, hERG inhibition percentage) or binary classification for toxic/non-toxic outcomes (e.g., AMES mutagenicity, cardiotoxicity, hepatotoxicity). Dataset: ld50_zhu. The rat oral LD50 is 4.03, given as -log10 of the dose in mol/kg body weight (higher means more acutely toxic). The drug is CCOP(=S)(CC)Oc1cc(Cl)c(Br)cc1Cl.